From a dataset of Reaction yield outcomes from USPTO patents with 853,638 reactions. Predict the reaction yield, written as a fraction of the theoretical maximum amount of product (1.0 means a 100% yield; for example, 0.34 means a 34% yield). (1) The reactants are [C:1]([C:3]1[CH:8]=[CH:7][CH:6]=[C:5]([CH3:9])[N:4]=1)#[CH:2].Br[C:11]1[CH:12]=[CH:13][C:14]([Cl:23])=[C:15]([CH:22]=1)[CH2:16][NH:17][C:18](=[O:21])[O:19][CH3:20]. No catalyst specified. The product is [Cl:23][C:14]1[CH:13]=[CH:12][C:11]([C:2]#[C:1][C:3]2[CH:8]=[CH:7][CH:6]=[C:5]([CH3:9])[N:4]=2)=[CH:22][C:15]=1[CH2:16][NH:17][C:18](=[O:21])[O:19][CH3:20]. The yield is 0.200. (2) The reactants are Cl[C:2]1[N:7]=[CH:6][C:5]([C:8]2[CH:13]=[N:12][NH:11][C:10](=[O:14])[CH:9]=2)=[CH:4][CH:3]=1.[C:15]([O:19][C:20]([N:22]1[CH2:27][CH2:26][CH:25]([OH:28])[CH2:24][CH2:23]1)=[O:21])([CH3:18])([CH3:17])[CH3:16].CC([O-])(C)C.[K+].O. The catalyst is CS(C)=O.CC(O)(C)C. The product is [C:15]([O:19][C:20]([N:22]1[CH2:27][CH2:26][CH:25]([O:28][C:2]2[CH:3]=[CH:4][C:5]([C:8]3[CH:13]=[N:12][NH:11][C:10](=[O:14])[CH:9]=3)=[CH:6][N:7]=2)[CH2:24][CH2:23]1)=[O:21])([CH3:18])([CH3:16])[CH3:17]. The yield is 0.540. (3) The reactants are [CH2:1]([O:8][C:9]([N:11]1[CH2:16][CH2:15][CH:14]([N:17]2[C:25]3[C:20](=[CH:21][C:22]([C:26]([O:28]C)=[O:27])=[CH:23][CH:24]=3)[CH2:19][C:18]2=[O:30])[CH2:13][CH2:12]1)=[O:10])[C:2]1[CH:7]=[CH:6][CH:5]=[CH:4][CH:3]=1.C(#N)C.[OH-].[Na+].C(O)(=O)C. The catalyst is O. The product is [CH2:1]([O:8][C:9]([N:11]1[CH2:16][CH2:15][CH:14]([N:17]2[C:25]3[C:20](=[CH:21][C:22]([C:26]([OH:28])=[O:27])=[CH:23][CH:24]=3)[CH2:19][C:18]2=[O:30])[CH2:13][CH2:12]1)=[O:10])[C:2]1[CH:7]=[CH:6][CH:5]=[CH:4][CH:3]=1. The yield is 0.890. (4) The reactants are [Br:1][C:2]1[CH:3]=[C:4]([C:15]([O:17]C)=[O:16])[C:5]2[C:6]([Cl:14])=[CH:7][N:8]([CH:11]([CH3:13])[CH3:12])[C:9]=2[CH:10]=1.[OH-].[Na+]. The catalyst is C1COCC1.CO. The product is [Br:1][C:2]1[CH:3]=[C:4]([C:15]([OH:17])=[O:16])[C:5]2[C:6]([Cl:14])=[CH:7][N:8]([CH:11]([CH3:12])[CH3:13])[C:9]=2[CH:10]=1. The yield is 0.560. (5) The reactants are [CH3:1][C:2]1[S:6][C:5]([C:7]([OH:9])=[O:8])=[CH:4][C:3]=1[N+:10]([O-:12])=[O:11].[CH3:13][N:14]([CH:16]=O)[CH3:15].[CH3:18]OC(OC)N(C)C. The catalyst is N1CCCC1. The product is [CH3:13][N:14]([CH3:16])[CH:15]=[CH:1][C:2]1[S:6][C:5]([C:7]([O:9][CH3:18])=[O:8])=[CH:4][C:3]=1[N+:10]([O-:12])=[O:11]. The yield is 0.160. (6) The reactants are S(Cl)(Cl)=O.[CH3:5][C:6]1[S:10][C:9]2[C:11](CO)=[CH:12][CH:13]=[CH:14][C:8]=2[CH:7]=1.[Cl:17][CH2:18]Cl. No catalyst specified. The product is [Cl:17][CH2:18][C:7]1[C:8]2[CH:14]=[CH:13][CH:12]=[CH:11][C:9]=2[S:10][C:6]=1[CH3:5]. The yield is 0.670. (7) The reactants are [C:1](=[O:42])(OC1C=CC([N+]([O-])=O)=CC=1)[O:2][C@H:3]1[CH2:7][C@H:6]([C:8]2[N:12]3[C:13]4[CH:19]=[CH:18][N:17](S(C5C=CC(C)=CC=5)(=O)=O)[C:14]=4[N:15]=[CH:16][C:11]3=[N:10][N:9]=2)[C@H:5]([CH2:30][CH3:31])[CH2:4]1.[CH:43]1([NH2:46])[CH2:45][CH2:44]1.[OH-].[Na+]. The catalyst is O1CCOCC1. The yield is 0.670. The product is [CH:43]1([NH:46][C:1](=[O:42])[O:2][C@H:3]2[CH2:7][C@H:6]([C:8]3[N:12]4[C:13]5[CH:19]=[CH:18][NH:17][C:14]=5[N:15]=[CH:16][C:11]4=[N:10][N:9]=3)[C@H:5]([CH2:30][CH3:31])[CH2:4]2)[CH2:45][CH2:44]1. (8) The reactants are [NH:1]1[CH:5]=[CH:4][CH:3]=[CH:2]1.[Cl:6][C:7]([Cl:12])([Cl:11])[C:8](Cl)=[O:9]. The catalyst is CCOCC. The product is [Cl:6][C:7]([Cl:12])([Cl:11])[C:8]([C:2]1[NH:1][CH:5]=[CH:4][CH:3]=1)=[O:9]. The yield is 0.850. (9) The reactants are Br[C:2]1[CH:3]=[C:4]([C:8]2([C:18]3[CH:23]=[CH:22][N:21]=[C:20]([CH2:24][CH3:25])[CH:19]=3)[C:16]3[C:11](=[CH:12][CH:13]=[CH:14][CH:15]=3)[C:10]([NH2:17])=[N:9]2)[CH:5]=[CH:6][CH:7]=1.[F:26][C:27]1[C:32](B(O)O)=[CH:31][CH:30]=[CH:29][N:28]=1. No catalyst specified. The product is [CH2:24]([C:20]1[CH:19]=[C:18]([C:8]2([C:4]3[CH:5]=[CH:6][CH:7]=[C:2]([C:32]4[C:27]([F:26])=[N:28][CH:29]=[CH:30][CH:31]=4)[CH:3]=3)[C:16]3[C:11](=[CH:12][CH:13]=[CH:14][CH:15]=3)[C:10]([NH2:17])=[N:9]2)[CH:23]=[CH:22][N:21]=1)[CH3:25]. The yield is 0.610.